From a dataset of Catalyst prediction with 721,799 reactions and 888 catalyst types from USPTO. Predict which catalyst facilitates the given reaction. (1) Reactant: [C:1]([N:9]=[C:10]=[S:11])(=[O:8])[C:2]1[CH:7]=[CH:6][CH:5]=[CH:4][CH:3]=1.[NH2:12][C@@:13]1([C:25]2[CH:30]=[CH:29][C:28]([F:31])=[CH:27][C:26]=2[F:32])[CH2:18][O:17][C@@H:16]([CH:19]2[CH2:21][CH2:20]2)[CH2:15][C@H:14]1[C@@H:22]([OH:24])[CH3:23]. Product: [CH:19]1([C@@H:16]2[O:17][CH2:18][C@@:13]([NH:12][C:10]([NH:9][C:1](=[O:8])[C:2]3[CH:7]=[CH:6][CH:5]=[CH:4][CH:3]=3)=[S:11])([C:25]3[CH:30]=[CH:29][C:28]([F:31])=[CH:27][C:26]=3[F:32])[C@H:14]([C@@H:22]([OH:24])[CH3:23])[CH2:15]2)[CH2:21][CH2:20]1. The catalyst class is: 4. (2) Reactant: [CH:1]1([CH2:4][O:5][C:6]2[C:7]([OH:24])=[C:8]([C:14]3[CH:15]=[C:16]4[C:20](=[CH:21][CH:22]=3)[C:19](=[O:23])[O:18][CH2:17]4)[CH:9]=[CH:10][C:11]=2[O:12][CH3:13])[CH2:3][CH2:2]1.C(=O)([O-])[O-].[K+].[K+].Br[CH2:32][C:33]1([CH2:37][O:38][CH3:39])[CH2:36][O:35][CH2:34]1. Product: [CH:1]1([CH2:4][O:5][C:6]2[C:7]([O:24][CH2:32][C:33]3([CH2:37][O:38][CH3:39])[CH2:36][O:35][CH2:34]3)=[C:8]([C:14]3[CH:15]=[C:16]4[C:20](=[CH:21][CH:22]=3)[C:19](=[O:23])[O:18][CH2:17]4)[CH:9]=[CH:10][C:11]=2[O:12][CH3:13])[CH2:3][CH2:2]1. The catalyst class is: 10.